From a dataset of Forward reaction prediction with 1.9M reactions from USPTO patents (1976-2016). Predict the product of the given reaction. (1) Given the reactants Br[C:2]1[CH:11]=[CH:10][C:9]2[N:8]=[CH:7][C:6]3[N:12]([CH3:23])[C:13](=[O:22])[N:14]([C:15]4[C:16]([CH3:21])=[N:17][N:18]([CH3:20])[CH:19]=4)[C:5]=3[C:4]=2[CH:3]=1.[CH3:24][C:25]1[CH:26]=[C:27](B(O)O)[CH:28]=[N:29][CH:30]=1, predict the reaction product. The product is: [CH3:20][N:18]1[CH:19]=[C:15]([N:14]2[C:5]3[C:4]4[CH:3]=[C:2]([C:27]5[CH:28]=[N:29][CH:30]=[C:25]([CH3:24])[CH:26]=5)[CH:11]=[CH:10][C:9]=4[N:8]=[CH:7][C:6]=3[N:12]([CH3:23])[C:13]2=[O:22])[C:16]([CH3:21])=[N:17]1. (2) The product is: [I:23][C:13]1[N:10]2[CH:11]=[CH:12][C:7]([C:2]3[CH:3]=[CH:4][CH:5]=[CH:6][N:1]=3)=[CH:8][C:9]2=[N:15][CH:14]=1. Given the reactants [N:1]1[CH:6]=[CH:5][CH:4]=[CH:3][C:2]=1[C:7]1[CH:12]=[CH:11][N:10]2[CH:13]=[CH:14][N:15]=[C:9]2[CH:8]=1.C1C(=O)N([I:23])C(=O)C1, predict the reaction product. (3) Given the reactants [CH2:1]([N:8]1[CH:12]=[C:11]([CH2:13][C:14]([O:16]CC)=[O:15])[C:10]([O:19][CH2:20][C:21]2[CH:26]=[CH:25][C:24]([O:27][CH2:28][C:29]3[N:30]=[C:31]([C:35]4[CH:40]=[CH:39][CH:38]=[CH:37][CH:36]=4)[O:32][C:33]=3[CH3:34])=[C:23]([O:41][CH3:42])[CH:22]=2)=[N:9]1)[C:2]1[CH:7]=[CH:6][CH:5]=[CH:4][CH:3]=1.[OH-].[Na+].O1CCCC1.Cl, predict the reaction product. The product is: [CH2:1]([N:8]1[CH:12]=[C:11]([CH2:13][C:14]([OH:16])=[O:15])[C:10]([O:19][CH2:20][C:21]2[CH:26]=[CH:25][C:24]([O:27][CH2:28][C:29]3[N:30]=[C:31]([C:35]4[CH:40]=[CH:39][CH:38]=[CH:37][CH:36]=4)[O:32][C:33]=3[CH3:34])=[C:23]([O:41][CH3:42])[CH:22]=2)=[N:9]1)[C:2]1[CH:7]=[CH:6][CH:5]=[CH:4][CH:3]=1. (4) Given the reactants B(Br)(Br)Br.[Br:5][C:6]1[CH:7]=[C:8]2[C:13](=[CH:14][CH:15]=1)[O:12][C:11]([C:16]1[CH:21]=[CH:20][C:19]([O:22]C)=[CH:18][CH:17]=1)=[CH:10][C:9]2=[O:24], predict the reaction product. The product is: [Br:5][C:6]1[CH:7]=[C:8]2[C:13](=[CH:14][CH:15]=1)[O:12][C:11]([C:16]1[CH:21]=[CH:20][C:19]([OH:22])=[CH:18][CH:17]=1)=[CH:10][C:9]2=[O:24]. (5) Given the reactants [C:1]1([S:7]([N:10]2[C:14]3=[N:15][CH:16]=[CH:17][CH:18]=[C:13]3[C:12](B3OC(C)(C)C(C)(C)O3)=[CH:11]2)(=[O:9])=[O:8])[CH:6]=[CH:5][CH:4]=[CH:3][CH:2]=1.[F:28][C:29]1[CH:34]=[C:33](I)[CH:32]=[C:31]([F:36])[N:30]=1.C(=O)([O-])[O-].[Na+].[Na+], predict the reaction product. The product is: [F:28][C:29]1[CH:34]=[C:33]([C:12]2[C:13]3[C:14](=[N:15][CH:16]=[CH:17][CH:18]=3)[N:10]([S:7]([C:1]3[CH:2]=[CH:3][CH:4]=[CH:5][CH:6]=3)(=[O:9])=[O:8])[CH:11]=2)[CH:32]=[C:31]([F:36])[N:30]=1. (6) Given the reactants [C:1]1([C:27]2[CH:32]=[CH:31][CH:30]=[CH:29][CH:28]=2)[CH:6]=[CH:5][C:4]([C:7]([N:9]2[CH2:14][CH2:13][N:12]([C:15]3[C:16]4[CH:24]=[C:23]([CH2:25][CH3:26])[S:22][C:17]=4[N:18]=[C:19]([NH2:21])[N:20]=3)[CH2:11][CH2:10]2)=[O:8])=[CH:3][CH:2]=1.[C:33](O)(=[O:40])[C:34]1[CH:39]=[CH:38][CH:37]=[N:36][CH:35]=1.N1C=CC=CC=1.O=C1N(P(Cl)(N2CCOC2=O)=O)CCO1, predict the reaction product. The product is: [C:1]1([C:27]2[CH:32]=[CH:31][CH:30]=[CH:29][CH:28]=2)[CH:6]=[CH:5][C:4]([C:7]([N:9]2[CH2:10][CH2:11][N:12]([C:15]3[C:16]4[CH:24]=[C:23]([CH2:25][CH3:26])[S:22][C:17]=4[N:18]=[C:19]([NH:21][C:33](=[O:40])[C:34]4[CH:39]=[CH:38][CH:37]=[N:36][CH:35]=4)[N:20]=3)[CH2:13][CH2:14]2)=[O:8])=[CH:3][CH:2]=1.